From a dataset of CYP2C19 inhibition data for predicting drug metabolism from PubChem BioAssay. Regression/Classification. Given a drug SMILES string, predict its absorption, distribution, metabolism, or excretion properties. Task type varies by dataset: regression for continuous measurements (e.g., permeability, clearance, half-life) or binary classification for categorical outcomes (e.g., BBB penetration, CYP inhibition). Dataset: cyp2c19_veith. (1) The molecule is CC(C)(O/N=C(\C(=O)N[C@@H]1C(=O)N2C(C(=O)[O-])=C(C[n+]3ccccc3)CS[C@@H]12)c1csc(N)n1)C(=O)O.O.O.O.O.O. The result is 0 (non-inhibitor). (2) The drug is O=C(c1ccc(COc2ccc(F)cc2)o1)n1cccn1. The result is 1 (inhibitor). (3) The compound is C=CC(=O)N1C(=O)c2ccccc2S1(=O)=O. The result is 0 (non-inhibitor). (4) The compound is COC(=O)CSc1nc(C)cc(C(F)(F)F)c1C#N. The result is 1 (inhibitor).